This data is from Reaction yield outcomes from USPTO patents with 853,638 reactions. The task is: Predict the reaction yield, written as a fraction of the theoretical maximum amount of product (1.0 means a 100% yield; for example, 0.34 means a 34% yield). (1) The reactants are C([O:5][C:6](=O)[CH2:7][CH:8]([C:16]#[N:17])[CH:9]([CH:13]([CH3:15])[CH3:14])[CH2:10][CH2:11][CH3:12])(C)(C)C. The catalyst is CO.[Ni]. The product is [CH:13]([CH:9]([CH:8]1[CH2:16][NH:17][C:6](=[O:5])[CH2:7]1)[CH2:10][CH2:11][CH3:12])([CH3:15])[CH3:14]. The yield is 1.00. (2) The reactants are [N:1]1[N:2]=[C:3]([C:10]2[CH:19]=[CH:18][C:17]3[C:12](=[C:13]([N:20]4[CH2:25][CH2:24][C@H:23]([NH:26]C(=O)OCC5C=CC=CC=5)[C@H:22]([F:37])[CH2:21]4)[CH:14]=[CH:15][CH:16]=3)[N:11]=2)[N:4]2[CH:9]=[CH:8][CH:7]=[CH:6][C:5]=12.Cl. The catalyst is O.C(Cl)Cl. The product is [N:1]1[N:2]=[C:3]([C:10]2[CH:19]=[CH:18][C:17]3[C:12](=[C:13]([N:20]4[CH2:25][CH2:24][CH:23]([NH2:26])[CH:22]([F:37])[CH2:21]4)[CH:14]=[CH:15][CH:16]=3)[N:11]=2)[N:4]2[CH:9]=[CH:8][CH:7]=[CH:6][C:5]=12. The yield is 0.690. (3) The reactants are CO[C:3](=[O:14])[C:4]1[CH:9]=[CH:8][CH:7]=[C:6]([N+:10]([O-:12])=[O:11])[C:5]=1Cl.C([O-])([O-])=O.[Na+].[Na+].[CH2:21]([NH2:24])[CH2:22][NH2:23]. The catalyst is C(O)CCC. The product is [N+:10]([C:6]1[C:5]2[NH:23][CH2:22][CH2:21][NH:24][C:3](=[O:14])[C:4]=2[CH:9]=[CH:8][CH:7]=1)([O-:12])=[O:11]. The yield is 0.460. (4) The reactants are CS(O)(=O)=O.[O:6]=[C:7]1[N:20]([CH:21]2[CH2:26][CH2:25][NH:24][CH2:23][CH2:22]2)[CH2:19][C:11]2[C:12]3[CH:13]=[N:14][NH:15][C:16]=3[CH:17]=[CH:18][C:10]=2[CH2:9][C@H:8]1[NH:27][C:28](=[O:37])[O:29][CH2:30][C:31]1[CH:36]=[CH:35][CH:34]=[CH:33][CH:32]=1.C(N(CC)CC)C.[C:45](OC(=O)C)(=[O:47])[CH3:46].C(=O)([O-])[O-].[K+].[K+]. The catalyst is ClCCl. The product is [C:45]([N:24]1[CH2:25][CH2:26][CH:21]([N:20]2[C:7](=[O:6])[C@H:8]([NH:27][C:28](=[O:37])[O:29][CH2:30][C:31]3[CH:36]=[CH:35][CH:34]=[CH:33][CH:32]=3)[CH2:9][C:10]3[CH:18]=[CH:17][C:16]4[NH:15][N:14]=[CH:13][C:12]=4[C:11]=3[CH2:19]2)[CH2:22][CH2:23]1)(=[O:47])[CH3:46]. The yield is 0.430. (5) The reactants are C([N:8]1[C:12]([NH:13][C:14]2[CH:19]=[CH:18][C:17]([O:20][CH:21]([CH3:23])[CH3:22])=[CH:16][CH:15]=2)=[CH:11][CH:10]=[N:9]1)C1C=CC=CC=1.C(O)(=O)C.C([O-])=O.[NH4+].C(OCC)(=O)C. The catalyst is C(O)C.[OH-].[Pd+2].[OH-]. The product is [CH3:23][CH:21]([O:20][C:17]1[CH:16]=[CH:15][C:14]([NH:13][C:12]2[NH:8][N:9]=[CH:10][CH:11]=2)=[CH:19][CH:18]=1)[CH3:22]. The yield is 0.660.